This data is from Forward reaction prediction with 1.9M reactions from USPTO patents (1976-2016). The task is: Predict the product of the given reaction. Given the reactants [Cl:1][C:2]1[N:7]=[CH:6][N+:5]([O-])=[C:4]2[CH2:9][CH2:10][CH2:11][C:3]=12.[C:12]([O:15]C(=O)C)(=[O:14])[CH3:13], predict the reaction product. The product is: [C:12]([O:15][CH:9]1[C:4]2[N:5]=[CH:6][N:7]=[C:2]([Cl:1])[C:3]=2[CH2:11][CH2:10]1)(=[O:14])[CH3:13].